From a dataset of Full USPTO retrosynthesis dataset with 1.9M reactions from patents (1976-2016). Predict the reactants needed to synthesize the given product. (1) Given the product [F:1][C:2]1[CH:3]=[C:4]([CH:28]=[CH:29][CH:30]=1)[CH2:5][NH:6][C:7](=[O:27])[NH:8][C:9]1[S:10][CH:11]=[C:12]([CH2:14][N:15]([CH3:26])[C:16]([C:18]2[CH:23]=[C:22]([OH:33])[N:21]=[N:20][C:19]=2[Cl:25])=[O:17])[N:13]=1, predict the reactants needed to synthesize it. The reactants are: [F:1][C:2]1[CH:3]=[C:4]([CH:28]=[CH:29][CH:30]=1)[CH2:5][NH:6][C:7](=[O:27])[NH:8][C:9]1[S:10][CH:11]=[C:12]([CH2:14][N:15]([CH3:26])[C:16]([C:18]2[CH:23]=[C:22](Cl)[N:21]=[N:20][C:19]=2[Cl:25])=[O:17])[N:13]=1.C(O)(=[O:33])C. (2) Given the product [CH2:10]([S:9][C:5]1[C:6]([F:8])=[CH:7][C:2]([NH:1][C:28]2[CH:27]=[C:26]([Cl:34])[C:25]([Br:24])=[CH:30][C:29]=2[O:31][CH3:32])=[C:3](/[CH:17]=[CH:18]/[C:19]([O:21][CH2:22][CH3:23])=[O:20])[CH:4]=1)[C:11]1[CH:16]=[CH:15][CH:14]=[CH:13][CH:12]=1, predict the reactants needed to synthesize it. The reactants are: [NH2:1][C:2]1[CH:7]=[C:6]([F:8])[C:5]([S:9][CH2:10][C:11]2[CH:16]=[CH:15][CH:14]=[CH:13][CH:12]=2)=[CH:4][C:3]=1/[CH:17]=[CH:18]/[C:19]([O:21][CH2:22][CH3:23])=[O:20].[Br:24][C:25]1[CH:30]=[C:29]([O:31][CH3:32])[C:28](I)=[CH:27][C:26]=1[Cl:34].C(=O)([O-])[O-].[Cs+].[Cs+].C1(C)C=CC=CC=1. (3) Given the product [CH2:1]([C:3]1[C:11]2[C:6](=[CH:7][CH:8]=[CH:9][C:10]=2[NH:12][C:13]([C:15]2[N:19]3[CH:20]=[CH:21][C:22]([C:24]([N:35]([CH3:39])[CH3:36])=[O:25])=[CH:23][C:18]3=[N:17][CH:16]=2)=[O:14])[N:5]([CH2:27][C:28]2[CH:33]=[CH:32][CH:31]=[C:30]([CH3:34])[N:29]=2)[N:4]=1)[CH3:2], predict the reactants needed to synthesize it. The reactants are: [CH2:1]([C:3]1[C:11]2[C:6](=[CH:7][CH:8]=[CH:9][C:10]=2[NH:12][C:13]([C:15]2[N:19]3[CH:20]=[CH:21][C:22]([C:24](O)=[O:25])=[CH:23][C:18]3=[N:17][CH:16]=2)=[O:14])[N:5]([CH2:27][C:28]2[CH:33]=[CH:32][CH:31]=[C:30]([CH3:34])[N:29]=2)[N:4]=1)[CH3:2].[N:35]1(C(N2C=CN=C2)=O)[CH:39]=CN=[CH:36]1.CNC. (4) Given the product [CH3:1][N:2]([CH3:28])[C:3]([N:5]1[CH2:6][CH:7]=[C:8]([C:11]2[NH:27][C:14]3[N:15]=[CH:16][N:17]=[C:18]([C:19]4[CH:24]=[CH:23][C:22]([F:25])=[C:21]([NH:26][C:36](=[O:37])[C:35]5[CH:39]=[CH:40][C:32]([CH:29]6[CH2:31][CH2:30]6)=[CH:33][CH:34]=5)[CH:20]=4)[C:13]=3[CH:12]=2)[CH2:9][CH2:10]1)=[O:4], predict the reactants needed to synthesize it. The reactants are: [CH3:1][N:2]([CH3:28])[C:3]([N:5]1[CH2:10][CH:9]=[C:8]([C:11]2[NH:27][C:14]3[N:15]=[CH:16][N:17]=[C:18]([C:19]4[CH:24]=[CH:23][C:22]([F:25])=[C:21]([NH2:26])[CH:20]=4)[C:13]=3[CH:12]=2)[CH2:7][CH2:6]1)=[O:4].[CH:29]1([C:32]2[CH:40]=[CH:39][C:35]([C:36](Cl)=[O:37])=[CH:34][CH:33]=2)[CH2:31][CH2:30]1. (5) Given the product [F:19][C:2]1([F:1])[CH2:3][CH2:4][C:5]([CH:15]([NH2:17])[CH3:16])([C:8]2[CH:13]=[N:12][C:11]([CH3:14])=[N:10][CH:9]=2)[CH2:6][CH2:7]1, predict the reactants needed to synthesize it. The reactants are: [F:1][C:2]1([F:19])[CH2:7][CH2:6][C:5](/[C:15](=[N:17]\O)/[CH3:16])([C:8]2[CH:9]=[N:10][C:11]([CH3:14])=[N:12][CH:13]=2)[CH2:4][CH2:3]1.N. (6) Given the product [Br:1][C:2]1[C:7]([CH3:8])=[CH:6][C:5]([C:9]([OH:11])=[O:20])=[C:4]([O:12][CH2:13][C:14]2[CH:19]=[CH:18][CH:17]=[CH:16][CH:15]=2)[CH:3]=1, predict the reactants needed to synthesize it. The reactants are: [Br:1][C:2]1[C:7]([CH3:8])=[CH:6][C:5]([C:9](=[O:11])C)=[C:4]([O:12][CH2:13][C:14]2[CH:19]=[CH:18][CH:17]=[CH:16][CH:15]=2)[CH:3]=1.[OH-:20].[Na+].BrBr. (7) The reactants are: [C:1]([O:5][C:6]([NH:8][CH2:9][CH2:10][N:11]1[C:19]([C:20]([O:22]C)=[O:21])=[C:18]2[C:13]([C:14]3[CH:27]=[C:26]([C:28]4[CH:33]=[CH:32][CH:31]=[C:30]([N+:34]([O-:36])=[O:35])[CH:29]=4)[C:25]([O:37][CH3:38])=[CH:24][C:15]=3[CH:16]=[CH:17]2)=[N:12]1)=[O:7])([CH3:4])([CH3:3])[CH3:2].O.[OH-].[Li+]. Given the product [C:1]([O:5][C:6]([NH:8][CH2:9][CH2:10][N:11]1[C:19]([C:20]([OH:22])=[O:21])=[C:18]2[C:13]([C:14]3[CH:27]=[C:26]([C:28]4[CH:33]=[CH:32][CH:31]=[C:30]([N+:34]([O-:36])=[O:35])[CH:29]=4)[C:25]([O:37][CH3:38])=[CH:24][C:15]=3[CH:16]=[CH:17]2)=[N:12]1)=[O:7])([CH3:4])([CH3:3])[CH3:2], predict the reactants needed to synthesize it.